Dataset: Full USPTO retrosynthesis dataset with 1.9M reactions from patents (1976-2016). Task: Predict the reactants needed to synthesize the given product. (1) Given the product [C:82]([C:79]1[CH:78]=[CH:77][C:76]([C:56]2[C:55]3[NH:84][C:52](=[CH:53][CH:54]=3)[C:51]([C:85]3[CH:90]=[CH:89][C:88]([C:91]#[CH:92])=[CH:87][CH:86]=3)=[C:50]3[N:93]=[C:47]([CH:48]=[CH:49]3)[C:46]([C:43]3[CH:44]=[CH:45][C:40]([C:38]#[CH:39])=[CH:41][CH:42]=3)=[C:65]3[NH:66][C:62]([CH:63]=[CH:64]3)=[C:61]([C:67]3[CH:68]=[CH:69][C:70]([C:73]#[CH:74])=[CH:71][CH:72]=3)[C:60]3=[N:75][C:57]=2[CH:58]=[CH:59]3)=[CH:81][CH:80]=1)#[CH:83].[Co:9], predict the reactants needed to synthesize it. The reactants are: O.O.O.O.C([O-])(=O)C.[Co+2:9].C([O-])(=O)C.C12C=C3N=C(C=C3)C=C3NC(C=C3)=CC3=NC(C=C3)=CC(N1)=CC=2.[C:38]([C:40]1[CH:45]=[CH:44][C:43]([C:46]2[C:65]3[NH:66][C:62](=[CH:63][CH:64]=3)[C:61]([C:67]3[CH:72]=[CH:71][C:70]([C:73]#[CH:74])=[CH:69][CH:68]=3)=[C:60]3[N:75]=[C:57]([CH:58]=[CH:59]3)[C:56]([C:76]3[CH:81]=[CH:80][C:79]([C:82]#[CH:83])=[CH:78][CH:77]=3)=[C:55]3[NH:84][C:52]([CH:53]=[CH:54]3)=[C:51]([C:85]3[CH:90]=[CH:89][C:88]([C:91]#[CH:92])=[CH:87][CH:86]=3)[C:50]3=[N:93][C:47]=2[CH:48]=[CH:49]3)=[CH:42][CH:41]=1)#[CH:39].O. (2) Given the product [NH2:1][C@H:2]([C:7]([OH:9])=[O:8])[CH2:3][C:4]([OH:6])=[O:5], predict the reactants needed to synthesize it. The reactants are: [NH2:1][C@@H:2]([C:7]([OH:9])=[O:8])[CH2:3][C:4](=[O:6])[OH:5].N[C@@H](C(O)=O)CC(=O)N.N[C@H](C(O)=O)CC(=O)N.N[C@H](C(O)=O)CCC(=O)O.N[C@@H](C(O)=O)CCC(=O)O.N[C@H](C(O)=O)CCC(=O)N.N[C@@H](C(O)=O)CCC(=O)N. (3) Given the product [Cl:29][C:23]1[CH:22]=[C:21]([C:18]2[CH:19]=[CH:20][N:16]([CH2:15][CH2:14][NH:13][C:10]([C:2]3[CH:3]=[C:4]4[N:9]=[CH:8][CH:7]=[CH:6][N:5]4[N:1]=3)=[O:12])[N:17]=2)[CH:28]=[CH:27][C:24]=1[C:25]#[N:26], predict the reactants needed to synthesize it. The reactants are: [N:1]1[N:5]2[CH:6]=[CH:7][CH:8]=[N:9][C:4]2=[CH:3][C:2]=1[C:10]([OH:12])=O.[NH2:13][CH2:14][CH2:15][N:16]1[CH:20]=[CH:19][C:18]([C:21]2[CH:28]=[CH:27][C:24]([C:25]#[N:26])=[C:23]([Cl:29])[CH:22]=2)=[N:17]1. (4) Given the product [C:6]([O:10][C:11]1[CH:12]=[C:13]([C@H:24]([OH:27])[CH2:25][O:26][S:2]([CH3:1])(=[O:4])=[O:3])[C:14]2[S:18][C:17]([O:19][CH:20]([CH3:21])[CH3:22])=[N:16][C:15]=2[CH:23]=1)([CH3:7])([CH3:8])[CH3:9], predict the reactants needed to synthesize it. The reactants are: [CH3:1][S:2](Cl)(=[O:4])=[O:3].[C:6]([O:10][C:11]1[CH:12]=[C:13]([C@H:24]([OH:27])[CH2:25][OH:26])[C:14]2[S:18][C:17]([O:19][CH:20]([CH3:22])[CH3:21])=[N:16][C:15]=2[CH:23]=1)([CH3:9])([CH3:8])[CH3:7]. (5) Given the product [NH2:42][C:38]1[CH:37]=[C:36]([N:43]2[CH2:48][CH2:47][N:46]([C:10]([NH:8][CH:1]3[CH2:7][CH2:6][CH2:5][CH2:4][CH2:3][CH2:2]3)=[O:11])[CH2:45][CH2:44]2)[C:35]2[C:40](=[CH:41][C:32]([Cl:31])=[CH:33][CH:34]=2)[N:39]=1, predict the reactants needed to synthesize it. The reactants are: [CH:1]1([NH2:8])[CH2:7][CH2:6][CH2:5][CH2:4][CH2:3][CH2:2]1.Cl[C:10](OC1C=CC([N+]([O-])=O)=CC=1)=[O:11].C(N(C(C)C)CC)(C)C.[Cl:31][C:32]1[CH:41]=[C:40]2[C:35]([C:36]([N:43]3[CH2:48][CH2:47][NH:46][CH2:45][CH2:44]3)=[CH:37][C:38]([NH2:42])=[N:39]2)=[CH:34][CH:33]=1. (6) Given the product [NH:9]1[C:8]2[C:7](=[CH:13][CH:12]=[CH:11][CH:10]=2)[C:3]([CH:4]=[CH:5][CH:6]=[O:19])=[CH:2]1, predict the reactants needed to synthesize it. The reactants are: N1[CH:6]=[CH:5][CH:4]=[C:3]([C:7]2[CH:13]=[CH:12][CH:11]=[CH:10][C:8]=2[NH2:9])[CH:2]=1.N#CBr.C([OH:19])C. (7) The reactants are: [CH2:1]1[C:9]2[C:4](=[CH:5][CH:6]=[CH:7][CH:8]=2)[CH2:3][CH:2]1OS(C)(=O)=O.[C:15](#[N:17])C. Given the product [CH2:1]1[C:9]2[C:4](=[CH:5][CH:6]=[CH:7][CH:8]=2)[CH2:3][CH:2]1[C:15]#[N:17], predict the reactants needed to synthesize it.